Dataset: NCI-60 drug combinations with 297,098 pairs across 59 cell lines. Task: Regression. Given two drug SMILES strings and cell line genomic features, predict the synergy score measuring deviation from expected non-interaction effect. (1) Drug 1: C1=NC2=C(N=C(N=C2N1C3C(C(C(O3)CO)O)O)F)N. Drug 2: C1=NNC2=C1C(=O)NC=N2. Cell line: EKVX. Synergy scores: CSS=-6.48, Synergy_ZIP=2.94, Synergy_Bliss=-1.22, Synergy_Loewe=-9.04, Synergy_HSA=-7.80. (2) Drug 1: C1CCN(CC1)CCOC2=CC=C(C=C2)C(=O)C3=C(SC4=C3C=CC(=C4)O)C5=CC=C(C=C5)O. Drug 2: CC(C)CN1C=NC2=C1C3=CC=CC=C3N=C2N. Cell line: HOP-92. Synergy scores: CSS=0.464, Synergy_ZIP=-1.29, Synergy_Bliss=-4.76, Synergy_Loewe=-6.18, Synergy_HSA=-5.60. (3) Drug 1: C1=CC(=CC=C1CC(C(=O)O)N)N(CCCl)CCCl.Cl. Drug 2: C(CCl)NC(=O)N(CCCl)N=O. Cell line: KM12. Synergy scores: CSS=9.25, Synergy_ZIP=-1.89, Synergy_Bliss=3.05, Synergy_Loewe=2.44, Synergy_HSA=3.30. (4) Drug 1: CC1CCC2CC(C(=CC=CC=CC(CC(C(=O)C(C(C(=CC(C(=O)CC(OC(=O)C3CCCCN3C(=O)C(=O)C1(O2)O)C(C)CC4CCC(C(C4)OC)OCCO)C)C)O)OC)C)C)C)OC. Drug 2: COC1=C2C(=CC3=C1OC=C3)C=CC(=O)O2. Cell line: HL-60(TB). Synergy scores: CSS=7.24, Synergy_ZIP=1.71, Synergy_Bliss=6.98, Synergy_Loewe=-2.94, Synergy_HSA=-0.428. (5) Drug 1: CN(CCCl)CCCl.Cl. Drug 2: C1=NNC2=C1C(=O)NC=N2. Cell line: K-562. Synergy scores: CSS=26.1, Synergy_ZIP=-4.66, Synergy_Bliss=1.31, Synergy_Loewe=-8.60, Synergy_HSA=-3.42.